This data is from Full USPTO retrosynthesis dataset with 1.9M reactions from patents (1976-2016). The task is: Predict the reactants needed to synthesize the given product. (1) The reactants are: [NH2:1][C:2]1[CH:3]=[C:4]([CH2:9][OH:10])[CH:5]=[CH:6][C:7]=1[F:8].[OH:11][C:12]1[CH:17]=[C:16]([CH3:18])[O:15][C:14](=O)[CH:13]=1. Given the product [F:8][C:7]1[CH:6]=[CH:5][C:4]([CH2:9][OH:10])=[CH:3][C:2]=1[N:1]1[C:16]([CH3:18])=[CH:17][C:12]([OH:11])=[CH:13][C:14]1=[O:15], predict the reactants needed to synthesize it. (2) Given the product [CH3:50][N:47]1[C:46]2[CH:51]=[C:42]([C:18]3[C:17]4[CH:16]=[C:15]5[C:14](=[CH:22][C:21]=4[N:20]([C:23]([C:24]4[CH:29]=[CH:28][CH:27]=[CH:26][CH:25]=4)([C:30]4[CH:31]=[CH:32][CH:33]=[CH:34][CH:35]=4)[C:36]4[CH:41]=[CH:40][CH:39]=[CH:38][CH:37]=4)[N:19]=3)[NH:12][C:10](=[O:11])[N:9]([C@@H:7]([C:1]3[CH:6]=[CH:5][CH:4]=[CH:3][CH:2]=3)[CH3:8])[C:52]5=[O:53])[CH:43]=[CH:44][C:45]=2[N:49]=[N:48]1, predict the reactants needed to synthesize it. The reactants are: [C:1]1([C@H:7]([NH:9][C:10]([NH2:12])=[O:11])[CH3:8])[CH:6]=[CH:5][CH:4]=[CH:3][CH:2]=1.Cl[C:14]1[CH:22]=[C:21]2[C:17]([C:18]([C:42]3[CH:43]=[CH:44][C:45]4[N:49]=[N:48][N:47]([CH3:50])[C:46]=4[CH:51]=3)=[N:19][N:20]2[C:23]([C:36]2[CH:41]=[CH:40][CH:39]=[CH:38][CH:37]=2)([C:30]2[CH:35]=[CH:34][CH:33]=[CH:32][CH:31]=2)[C:24]2[CH:29]=[CH:28][CH:27]=[CH:26][CH:25]=2)=[CH:16][C:15]=1[C:52](OC)=[O:53].C([O-])([O-])=O.[Cs+].[Cs+]. (3) Given the product [CH3:38][C:35]1[S:36][CH:37]=[C:33]([CH2:32][N:7]2[C:6]3[CH:8]=[C:9]([C:11]4[CH:16]=[CH:15][CH:14]=[CH:13][CH:12]=4)[S:10][C:5]=3[C:4](=[O:17])[N:3]([CH:18]3[CH2:23][CH2:22][N:21]([C:24]([O:26][C:27]([CH3:30])([CH3:29])[CH3:28])=[O:25])[CH2:20][CH2:19]3)[C:2]2=[O:1])[N:34]=1, predict the reactants needed to synthesize it. The reactants are: [O:1]=[C:2]1[NH:7][C:6]2[CH:8]=[C:9]([C:11]3[CH:16]=[CH:15][CH:14]=[CH:13][CH:12]=3)[S:10][C:5]=2[C:4](=[O:17])[N:3]1[CH:18]1[CH2:23][CH2:22][N:21]([C:24]([O:26][C:27]([CH3:30])([CH3:29])[CH3:28])=[O:25])[CH2:20][CH2:19]1.Cl[CH2:32][C:33]1[N:34]=[C:35]([CH3:38])[S:36][CH:37]=1.C(=O)([O-])[O-].[K+].[K+]. (4) The reactants are: C[Al](C)C.[CH:5]#[C:6][CH2:7][CH2:8][CH2:9][CH2:10][CH2:11][CH3:12].Cl[CH2:14][C:15]1[C:16](=[O:25])[C:17]([CH3:24])=[C:18]([CH3:23])[C:19](=[O:22])[C:20]=1[CH3:21].[Li][CH2:27]CCC.C(O)(=O)CC(CC(O)=O)(C(O)=O)O. Given the product [CH3:24][C:17]1[C:16](=[O:25])[C:15]([CH2:14]/[CH:5]=[C:6](\[CH3:27])/[CH2:7][CH2:8][CH2:9][CH2:10][CH2:11][CH3:12])=[C:20]([CH3:21])[C:19](=[O:22])[C:18]=1[CH3:23], predict the reactants needed to synthesize it. (5) Given the product [OH:30][CH2:29][C:20]1[CH:21]=[C:22]([O:27][CH3:28])[CH:23]=[C:24]([N:12]=[N:6][C:5]2[CH:7]=[CH:8][CH:9]=[CH:10][C:4]=2[N+:1]([O-:3])=[O:2])[C:19]=1[OH:18], predict the reactants needed to synthesize it. The reactants are: [N+:1]([C:4]1[CH:10]=[CH:9][CH:8]=[CH:7][C:5]=1[NH2:6])([O-:3])=[O:2].Cl.[N:12]([O-])=O.[Na+].[OH-].[Na+].[OH:18][C:19]1[C:24](CO)=[CH:23][C:22]([O:27][CH3:28])=[CH:21][C:20]=1[CH2:29][OH:30].C1(O)C=CC=CC=1. (6) Given the product [Si:25]([O:24][C@@H:16]([C@H:17]1[CH2:21][O:20][C:19]([CH3:22])([CH3:23])[O:18]1)[C@@H:15]([CH3:32])[CH2:14][OH:33])([C:28]([CH3:31])([CH3:29])[CH3:30])([CH3:26])[CH3:27], predict the reactants needed to synthesize it. The reactants are: C([C@@H]1COC(=O)N1[C:14](=[O:33])[C@H:15]([CH3:32])[C@@H:16]([O:24][Si:25]([C:28]([CH3:31])([CH3:30])[CH3:29])([CH3:27])[CH3:26])[C@H:17]1[CH2:21][O:20][C:19]([CH3:23])([CH3:22])[O:18]1)C1C=CC=CC=1.C(O)C.[Li+].[BH4-]. (7) Given the product [CH:17]([C:5]1[C:4]2[C:8](=[CH:9][CH:10]=[C:2]([C:51]3[CH:52]=[C:53]([NH:57][C:58](=[O:63])[CH2:59][CH:60]([CH3:61])[CH3:62])[CH:54]=[N:55][CH:56]=3)[CH:3]=2)[N:7]([CH:11]2[CH2:16][CH2:15][CH2:14][CH2:13][O:12]2)[N:6]=1)=[O:18], predict the reactants needed to synthesize it. The reactants are: I[C:2]1[CH:3]=[C:4]2[C:8](=[CH:9][CH:10]=1)[N:7]([CH:11]1[CH2:16][CH2:15][CH2:14][CH2:13][O:12]1)[N:6]=[C:5]2[CH:17]=[O:18].B1(B2OC(C)(C)C(C)(C)O2)OC(C)(C)C(C)(C)O1.CC([O-])=O.[K+].[O-]P([O-])([O-])=O.[K+].[K+].[K+].Br[C:51]1[CH:52]=[C:53]([NH:57][C:58](=[O:63])[CH2:59][CH:60]([CH3:62])[CH3:61])[CH:54]=[N:55][CH:56]=1. (8) Given the product [Cl:1][C:2]1[CH:7]=[CH:6][C:5]([CH2:8][N:9]2[CH2:14][CH2:13][NH:12][CH2:11][CH2:10]2)=[C:4]([N:22]2[CH2:27][CH2:26][CH:25]([C:28]([N:30]3[CH2:34][CH2:33][CH2:32][CH2:31]3)=[O:29])[CH2:24][CH2:23]2)[CH:3]=1, predict the reactants needed to synthesize it. The reactants are: [Cl:1][C:2]1[CH:7]=[CH:6][C:5]([CH2:8][N:9]2[CH2:14][CH2:13][N:12](C(OC(C)(C)C)=O)[CH2:11][CH2:10]2)=[C:4]([N:22]2[CH2:27][CH2:26][CH:25]([C:28]([N:30]3[CH2:34][CH2:33][CH2:32][CH2:31]3)=[O:29])[CH2:24][CH2:23]2)[CH:3]=1.FC(F)(F)C(O)=O. (9) Given the product [F:1][C:2]1[CH:3]=[C:4]([CH:42]=[CH:43][CH:44]=1)[CH2:5][N:6]1[CH:10]=[C:9]([C:11]2[C:19]3[C:14](=[N:15][CH:16]=[C:17]([C:20]4[CH:21]=[N:22][C:23]([N:26]5[CH2:31][CH2:30][N:29]([CH2:78][CH2:79][O:81][CH3:80])[CH2:28][CH2:27]5)=[CH:24][CH:25]=4)[CH:18]=3)[N:13]([S:32]([C:35]3[CH:41]=[CH:40][C:38]([CH3:39])=[CH:37][CH:36]=3)(=[O:34])=[O:33])[CH:12]=2)[CH:8]=[N:7]1, predict the reactants needed to synthesize it. The reactants are: [F:1][C:2]1[CH:3]=[C:4]([CH:42]=[CH:43][CH:44]=1)[CH2:5][N:6]1[CH:10]=[C:9]([C:11]2[C:19]3[C:14](=[N:15][CH:16]=[C:17]([C:20]4[CH:21]=[N:22][C:23]([N:26]5[CH2:31][CH2:30][NH:29][CH2:28][CH2:27]5)=[CH:24][CH:25]=4)[CH:18]=3)[N:13]([S:32]([C:35]3[CH:41]=[CH:40][C:38]([CH3:39])=[CH:37][CH:36]=3)(=[O:34])=[O:33])[CH:12]=2)[CH:8]=[N:7]1.FC1C=C(C=[CH:78][CH:79]=1)CN1C=C(C2C3C(=NC=C(C4C=NC(N5CCN(C)CC5)=CC=4)C=3)NC=2)C=N1.[C:80](=O)([O-])[O-:81].[K+].[K+]. (10) Given the product [CH2:15]([O:1][C:2]1[CH:9]=[CH:8][C:5]([CH:6]=[O:7])=[CH:4][CH:3]=1)[CH2:14][CH2:13][CH2:12][C:11]#[CH:10], predict the reactants needed to synthesize it. The reactants are: [OH:1][C:2]1[CH:9]=[CH:8][C:5]([CH:6]=[O:7])=[CH:4][CH:3]=1.[CH2:10](O)[CH2:11][CH2:12][CH2:13][C:14]#[CH:15].C1(P(C2C=CC=CC=2)C2C=CC=CC=2)C=CC=CC=1.CC(OC(/N=N/C(OC(C)C)=O)=O)C.